This data is from NCI-60 drug combinations with 297,098 pairs across 59 cell lines. The task is: Regression. Given two drug SMILES strings and cell line genomic features, predict the synergy score measuring deviation from expected non-interaction effect. (1) Drug 1: CC1=C(C=C(C=C1)NC2=NC=CC(=N2)N(C)C3=CC4=NN(C(=C4C=C3)C)C)S(=O)(=O)N.Cl. Drug 2: CS(=O)(=O)C1=CC(=C(C=C1)C(=O)NC2=CC(=C(C=C2)Cl)C3=CC=CC=N3)Cl. Cell line: NCI/ADR-RES. Synergy scores: CSS=2.72, Synergy_ZIP=-2.10, Synergy_Bliss=-0.774, Synergy_Loewe=-4.69, Synergy_HSA=-2.44. (2) Drug 1: CCC1(CC2CC(C3=C(CCN(C2)C1)C4=CC=CC=C4N3)(C5=C(C=C6C(=C5)C78CCN9C7C(C=CC9)(C(C(C8N6C=O)(C(=O)OC)O)OC(=O)C)CC)OC)C(=O)OC)O.OS(=O)(=O)O. Synergy scores: CSS=9.10, Synergy_ZIP=-1.13, Synergy_Bliss=2.68, Synergy_Loewe=-1.86, Synergy_HSA=-0.147. Drug 2: C1=CC=C(C=C1)NC(=O)CCCCCCC(=O)NO. Cell line: PC-3. (3) Cell line: SK-MEL-5. Drug 2: C1CN1P(=S)(N2CC2)N3CC3. Drug 1: C1CCN(CC1)CCOC2=CC=C(C=C2)C(=O)C3=C(SC4=C3C=CC(=C4)O)C5=CC=C(C=C5)O. Synergy scores: CSS=-0.486, Synergy_ZIP=1.67, Synergy_Bliss=4.73, Synergy_Loewe=-5.64, Synergy_HSA=-2.48. (4) Cell line: PC-3. Drug 2: C1C(C(OC1N2C=C(C(=O)NC2=O)F)CO)O. Synergy scores: CSS=55.0, Synergy_ZIP=18.4, Synergy_Bliss=18.1, Synergy_Loewe=-31.3, Synergy_HSA=15.9. Drug 1: CC1=CC2C(CCC3(C2CCC3(C(=O)C)OC(=O)C)C)C4(C1=CC(=O)CC4)C. (5) Drug 1: C1CCC(CC1)NC(=O)N(CCCl)N=O. Drug 2: CC1=C2C(C(=O)C3(C(CC4C(C3C(C(C2(C)C)(CC1OC(=O)C(C(C5=CC=CC=C5)NC(=O)OC(C)(C)C)O)O)OC(=O)C6=CC=CC=C6)(CO4)OC(=O)C)O)C)O. Cell line: MCF7. Synergy scores: CSS=25.7, Synergy_ZIP=-4.55, Synergy_Bliss=0.822, Synergy_Loewe=-4.19, Synergy_HSA=2.63. (6) Drug 1: CC(C)CN1C=NC2=C1C3=CC=CC=C3N=C2N. Drug 2: C1C(C(OC1N2C=NC(=NC2=O)N)CO)O. Cell line: SN12C. Synergy scores: CSS=-4.11, Synergy_ZIP=-0.669, Synergy_Bliss=-2.12, Synergy_Loewe=-10.2, Synergy_HSA=-8.61. (7) Drug 1: CC1CCC2CC(C(=CC=CC=CC(CC(C(=O)C(C(C(=CC(C(=O)CC(OC(=O)C3CCCCN3C(=O)C(=O)C1(O2)O)C(C)CC4CCC(C(C4)OC)OCCO)C)C)O)OC)C)C)C)OC. Drug 2: CC(C)NC(=O)C1=CC=C(C=C1)CNNC.Cl. Cell line: SW-620. Synergy scores: CSS=3.57, Synergy_ZIP=5.24, Synergy_Bliss=2.18, Synergy_Loewe=0.445, Synergy_HSA=0.450.